From a dataset of Forward reaction prediction with 1.9M reactions from USPTO patents (1976-2016). Predict the product of the given reaction. (1) Given the reactants [NH2:1][C:2]1[C:11]([C:12]([O:14][CH3:15])=[O:13])=[C:10]2[C:5]([CH:6]3[CH2:16][CH:7]3[CH2:8][O:9]2)=[CH:4][CH:3]=1.[CH2:17]([N:19]1[CH2:23][CH2:22][C@@H:21]([CH2:24][C:25]2[CH:30]=[C:29]([F:31])[CH:28]=[CH:27][C:26]=2[S:32](Cl)(=[O:34])=[O:33])[CH2:20]1)[CH3:18], predict the reaction product. The product is: [CH2:17]([N:19]1[CH2:23][CH2:22][C@@H:21]([CH2:24][C:25]2[CH:30]=[C:29]([F:31])[CH:28]=[CH:27][C:26]=2[S:32]([NH:1][C:2]2[C:11]([C:12]([O:14][CH3:15])=[O:13])=[C:10]3[C:5]([C@@H:6]4[CH2:16][C@@H:7]4[CH2:8][O:9]3)=[CH:4][CH:3]=2)(=[O:33])=[O:34])[CH2:20]1)[CH3:18]. (2) Given the reactants F[C:2]1[CH:7]=[CH:6][CH:5]=[CH:4][C:3]=1[N+:8]([O-:10])=[O:9].[Br:11][C:12]1[CH:18]=[CH:17][C:15]([NH2:16])=[CH:14][CH:13]=1.C([O-])(C)(C)C.[K+], predict the reaction product. The product is: [Br:11][C:12]1[CH:18]=[CH:17][C:15]([NH:16][C:2]2[CH:7]=[CH:6][CH:5]=[CH:4][C:3]=2[N+:8]([O-:10])=[O:9])=[CH:14][CH:13]=1.